This data is from Catalyst prediction with 721,799 reactions and 888 catalyst types from USPTO. The task is: Predict which catalyst facilitates the given reaction. (1) The catalyst class is: 29. Product: [C:1]([O:5][C:6](=[O:7])[NH:8][CH:9]1[CH2:10][C:11]2[C:16](=[CH:15][CH:14]=[N:13][CH:12]=2)[NH:17][C:21]1=[O:23])([CH3:4])([CH3:3])[CH3:2]. Reactant: [C:1]([O:5][C:6]([NH:8][C:9]([C:21]([O:23]C)=O)=[CH:10][C:11]1[CH:12]=[N+:13]([O-])[CH:14]=[CH:15][C:16]=1[N+:17]([O-])=O)=[O:7])([CH3:4])([CH3:3])[CH3:2].[H][H]. (2) Reactant: N(OC(C)(C)C)=O.[NH2:8][C:9]1[CH:10]=[C:11]2[C:15](=[CH:16][CH:17]=1)[NH:14][N:13]=[CH:12]2.C[Si]([N:22]=[N+:23]=[N-])(C)C. Product: [N:8]([C:9]1[CH:10]=[C:11]2[C:15](=[CH:16][CH:17]=1)[NH:14][N:13]=[CH:12]2)=[N+:22]=[N-:23]. The catalyst class is: 23. (3) Reactant: [CH2:1]([O:3][C:4](=[O:8])[CH2:5][C:6]#[N:7])[CH3:2].[H-].[Na+].[O:11]=[C:12]1[C:24]2[C:19](=[N:20][C:21](C#N)=[C:22]([C:25]#[N:26])[N:23]=2)[C:18]2[CH:17]=[CH:16][CH:15]=[CH:14][C:13]1=2.CO. Product: [C:6]([C:5]([C:21]1[N:20]=[C:19]2[C:18]3[CH:17]=[CH:16][CH:15]=[CH:14][C:13]=3[C:12](=[O:11])[C:24]2=[N:23][C:22]=1[C:25]#[N:26])=[C:4]([O:3][CH2:1][CH3:2])[OH:8])#[N:7]. The catalyst class is: 3. (4) Reactant: C(O)(=O)C.CCCC[N+](CCCC)(CCCC)CCCC.[F-].[CH3:23][O:24][C:25](=[O:60])[N:26]=[C:27]([S:58][CH3:59])[C:28]([C:38]1[CH:43]=[C:42]([O:44][CH3:45])[CH:41]=[C:40]([O:46][CH2:47][CH2:48][O:49][Si](C(C)(C)C)(C)C)[C:39]=1[F:57])=[N:29][C:30]1[CH:35]=[CH:34][C:33]([C:36]#[N:37])=[CH:32][CH:31]=1.[Cl-].[NH4+]. Product: [CH3:23][O:24][C:25](=[O:60])[N:26]=[C:27]([S:58][CH3:59])[C:28](=[N:29][C:30]1[CH:31]=[CH:32][C:33]([C:36]#[N:37])=[CH:34][CH:35]=1)[C:38]1[CH:43]=[C:42]([O:44][CH3:45])[CH:41]=[C:40]([O:46][CH2:47][CH2:48][OH:49])[C:39]=1[F:57]. The catalyst class is: 56.